Predict the reactants needed to synthesize the given product. From a dataset of Full USPTO retrosynthesis dataset with 1.9M reactions from patents (1976-2016). (1) Given the product [F:12][C:13]1[C:18]([F:19])=[CH:17][CH:16]=[CH:15][C:14]=1[C@@H:20]1[CH2:30][CH2:29][C@@H:28]([O:31][Si:32]([CH:36]([CH3:38])[CH3:37])([CH:39]([CH3:41])[CH3:40])[CH:33]([CH3:34])[CH3:35])[C:23]2=[N+:24]([O-:9])[CH:25]=[CH:26][CH:27]=[C:22]2[CH2:21]1, predict the reactants needed to synthesize it. The reactants are: C1C=C(Cl)C=C(C(OO)=[O:9])C=1.[F:12][C:13]1[C:18]([F:19])=[CH:17][CH:16]=[CH:15][C:14]=1[C@@H:20]1[CH2:30][CH2:29][C@@H:28]([O:31][Si:32]([CH:39]([CH3:41])[CH3:40])([CH:36]([CH3:38])[CH3:37])[CH:33]([CH3:35])[CH3:34])[C:23]2=[N:24][CH:25]=[CH:26][CH:27]=[C:22]2[CH2:21]1. (2) Given the product [CH3:12][C@H:13]1[CH2:18][N:17]([CH2:8][C:7]2[CH:10]=[CH:11][C:4]([N+:1]([O-:3])=[O:2])=[CH:5][CH:6]=2)[CH2:16][CH2:15][N:14]1[C:19]([O:21][C:22]([CH3:23])([CH3:25])[CH3:24])=[O:20], predict the reactants needed to synthesize it. The reactants are: [N+:1]([C:4]1[CH:11]=[CH:10][C:7]([CH:8]=O)=[CH:6][CH:5]=1)([O-:3])=[O:2].[CH3:12][C@H:13]1[CH2:18][NH:17][CH2:16][CH2:15][N:14]1[C:19]([O:21][C:22]([CH3:25])([CH3:24])[CH3:23])=[O:20].C(O[BH-](OC(=O)C)OC(=O)C)(=O)C.[Na+].C([O-])(O)=O.[Na+]. (3) Given the product [CH2:1]([C:3]1[NH:4][CH:5]=[C:6]([CH:20]([OH:21])[C:19]([F:24])([F:23])[F:18])[C:7](=[O:10])[C:8]=1[OH:9])[CH3:2], predict the reactants needed to synthesize it. The reactants are: [CH2:1]([C:3]1[NH:4][CH:5]=[CH:6][C:7](=[O:10])[C:8]=1[OH:9])[CH3:2].[OH-].[Na+].C([O-])(O)=O.[Na+].[F:18][C:19]([F:24])([F:23])[CH:20](O)[OH:21]. (4) Given the product [Cl:12][C:13]1[CH:20]=[CH:19][CH:18]=[CH:17][C:14]=1/[CH:15]=[CH:2]/[C:1]([C:4]1[S:8][C:7]([C:9]([OH:11])=[O:10])=[CH:6][CH:5]=1)=[O:3], predict the reactants needed to synthesize it. The reactants are: [C:1]([C:4]1[S:8][C:7]([C:9]([OH:11])=[O:10])=[CH:6][CH:5]=1)(=[O:3])[CH3:2].[Cl:12][C:13]1[CH:20]=[CH:19][CH:18]=[CH:17][C:14]=1[CH:15]=O.[OH-].[Na+]. (5) The reactants are: [C:1]([C:3]1[CH:4]=[C:5]2[C:9](=[CH:10][CH:11]=1)[NH:8][CH:7]=[CH:6]2)#[N:2].[C:12]1(=[O:17])[CH2:16][CH2:15][CH:14]=[CH:13]1. Given the product [O:17]=[C:12]1[CH2:16][CH2:15][CH:14]([C:6]2[C:5]3[C:9](=[CH:10][CH:11]=[C:3]([C:1]#[N:2])[CH:4]=3)[NH:8][CH:7]=2)[CH2:13]1, predict the reactants needed to synthesize it. (6) The reactants are: F[C:2]1[CH:7]=[CH:6][CH:5]=[C:4]([F:8])[N:3]=1.[C-:9]#[N:10].[Na+]. Given the product [C:9]([C:2]1[CH:7]=[CH:6][CH:5]=[C:4]([F:8])[N:3]=1)#[N:10], predict the reactants needed to synthesize it.